This data is from Reaction yield outcomes from USPTO patents with 853,638 reactions. The task is: Predict the reaction yield, written as a fraction of the theoretical maximum amount of product (1.0 means a 100% yield; for example, 0.34 means a 34% yield). (1) The reactants are [OH:1][C:2]1[C:7]([CH:8]=[O:9])=[CH:6][CH:5]=[CH:4][C:3]=1[CH:10]=[O:11].S(OC)(O[CH3:16])(=O)=O.C(#N)C.C(=O)([O-])[O-].[K+].[K+]. The catalyst is C(OCC)C. The product is [CH3:16][O:1][C:2]1[C:7]([CH:8]=[O:9])=[CH:6][CH:5]=[CH:4][C:3]=1[CH:10]=[O:11]. The yield is 0.540. (2) The reactants are [OH-].[K+].[Cl:3][C:4]1[C:5]([Cl:31])=[CH:6][C:7]2[C:8]3[CH2:23][CH2:22][N:21]([C:24]([O:26][C:27]([CH3:30])([CH3:29])[CH3:28])=[O:25])[CH2:20][CH2:19][C:9]=3[N:10]([CH2:13][C:14]([O:16]CC)=[O:15])[C:11]=2[CH:12]=1.Cl. The catalyst is O.C1COCC1. The product is [C:27]([O:26][C:24]([N:21]1[CH2:22][CH2:23][C:8]2[C:7]3[CH:6]=[C:5]([Cl:31])[C:4]([Cl:3])=[CH:12][C:11]=3[N:10]([CH2:13][C:14]([OH:16])=[O:15])[C:9]=2[CH2:19][CH2:20]1)=[O:25])([CH3:30])([CH3:28])[CH3:29]. The yield is 1.10. (3) The reactants are [NH2:1][C:2]1[S:3][C:4]2[CH:10]=[C:9]([O:11][C:12]3[CH:13]=[CH:14][C:15]([CH3:32])=[C:16]([NH:18][C:19](=[O:31])[C:20]4[CH:25]=[CH:24][CH:23]=[C:22]([C:26]5([C:29]#[N:30])[CH2:28][CH2:27]5)[CH:21]=4)[CH:17]=3)[CH:8]=[CH:7][C:5]=2[N:6]=1.[CH:33]1([C:36](Cl)=[O:37])[CH2:35][CH2:34]1. The catalyst is CN(C)C(=O)C.C(OCC)(=O)C. The product is [C:29]([C:26]1([C:22]2[CH:21]=[C:20]([CH:25]=[CH:24][CH:23]=2)[C:19]([NH:18][C:16]2[CH:17]=[C:12]([O:11][C:9]3[CH:8]=[CH:7][C:5]4[N:6]=[C:2]([NH:1][C:36]([CH:33]5[CH2:35][CH2:34]5)=[O:37])[S:3][C:4]=4[CH:10]=3)[CH:13]=[CH:14][C:15]=2[CH3:32])=[O:31])[CH2:27][CH2:28]1)#[N:30]. The yield is 0.400. (4) The reactants are [Cl:1][CH:2]([Cl:17])[S:3][C:4]1[C:13](=[O:14])[C:12]2[C:7](=[CH:8][C:9]([F:15])=[CH:10][CH:11]=2)[N:6]([CH3:16])[CH:5]=1.C1C=C(Cl)C=C(C(OO)=[O:26])C=1. The catalyst is C(Cl)Cl. The product is [Cl:17][CH:2]([Cl:1])[S:3]([C:4]1[C:13](=[O:14])[C:12]2[C:7](=[CH:8][C:9]([F:15])=[CH:10][CH:11]=2)[N:6]([CH3:16])[CH:5]=1)=[O:26]. The yield is 0.500. (5) The reactants are [Cl:1][C:2]1[CH:18]=[CH:17][C:5]2[CH2:6][CH2:7][N:8]([C:11](=[O:16])[C:12]([F:15])([F:14])[F:13])[CH2:9][CH2:10][C:4]=2[C:3]=1OS(C(F)(F)F)(=O)=O.[NH2:27][CH2:28][C:29]1[CH:34]=[CH:33][C:32]([C:35]2[N:36]=[C:37]([NH:40][CH2:41][CH:42]3[CH2:44][CH2:43]3)[S:38][CH:39]=2)=[CH:31][N:30]=1. The catalyst is C1(C)C=CC=CC=1. The product is [Cl:1][C:2]1[CH:18]=[CH:17][C:5]2[CH2:6][CH2:7][N:8]([C:11](=[O:16])[C:12]([F:15])([F:14])[F:13])[CH2:9][CH2:10][C:4]=2[C:3]=1[NH:27][CH2:28][C:29]1[CH:34]=[CH:33][C:32]([C:35]2[N:36]=[C:37]([NH:40][CH2:41][CH:42]3[CH2:44][CH2:43]3)[S:38][CH:39]=2)=[CH:31][N:30]=1. The yield is 0.300. (6) The reactants are [C:1]([CH2:3][NH:4][C:5]([NH:7][CH2:8][CH3:9])=[O:6])#[N:2].CC(C)([O-:13])C.[K+].[CH:16]([C:18]1[CH:36]=[CH:35][C:21]([O:22][C:23]2[CH:30]=[CH:29][C:26]([C:27]#[N:28])=[CH:25][C:24]=2[C:31]([F:34])([F:33])[F:32])=[C:20]([O:37][CH3:38])[CH:19]=1)=O.[Cl-].[NH4+]. The catalyst is C(O)C. The product is [CH2:8]([N:7]1[C:1](=[NH:2])/[C:3](=[CH:16]/[C:18]2[CH:36]=[CH:35][C:21]([O:22][C:23]3[CH:30]=[CH:29][C:26]([C:27]([NH2:28])=[O:13])=[CH:25][C:24]=3[C:31]([F:34])([F:33])[F:32])=[C:20]([O:37][CH3:38])[CH:19]=2)/[NH:4][C:5]1=[O:6])[CH3:9]. The yield is 0.310. (7) The reactants are [H-].[Na+].[C:3]([O:11][CH2:12][CH3:13])(=[O:10])[CH2:4][C:5]([O:7][CH2:8][CH3:9])=[O:6].F[C:15]1[CH:16]=[C:17]([C:24]2[S:28][C:27]([CH2:29][CH2:30][C@@H:31]([NH:43][C:44](=[O:50])[O:45][C:46]([CH3:49])([CH3:48])[CH3:47])[CH2:32][C:33]3[CH:34]=[N:35][C:36]([C:39]([F:42])([F:41])[F:40])=[CH:37][CH:38]=3)=[N:26][N:25]=2)[CH:18]=[CH:19][C:20]=1[N+:21]([O-:23])=[O:22]. The catalyst is C1COCC1. The product is [C:46]([O:45][C:44]([NH:43][C@@H:31]([CH2:32][C:33]1[CH:34]=[N:35][C:36]([C:39]([F:40])([F:42])[F:41])=[CH:37][CH:38]=1)[CH2:30][CH2:29][C:27]1[S:28][C:24]([C:17]2[CH:18]=[CH:19][C:20]([N+:21]([O-:23])=[O:22])=[C:15]([CH:4]([C:5]([O:7][CH2:8][CH3:9])=[O:6])[C:3]([O:11][CH2:12][CH3:13])=[O:10])[CH:16]=2)=[N:25][N:26]=1)=[O:50])([CH3:49])([CH3:47])[CH3:48]. The yield is 0.950. (8) The reactants are [CH3:1][C:2]([CH3:18])([CH3:17])[CH2:3][N:4]1[CH2:9][CH2:8][N:7]([C:10]2[CH:15]=[CH:14][C:13]([NH2:16])=[CH:12][CH:11]=2)[CH2:6][CH2:5]1.C(N(CC)CC)C.[O:26]=[C:27]([C:31]1[N:39]2[C:34]([CH2:35][CH2:36][CH2:37][CH2:38]2)=[CH:33][C:32]=1[C:40]1[CH:45]=[CH:44][CH:43]=[CH:42][CH:41]=1)[C:28](Cl)=[O:29]. The catalyst is C(Cl)Cl. The product is [CH3:1][C:2]([CH3:18])([CH3:17])[CH2:3][N:4]1[CH2:9][CH2:8][N:7]([C:10]2[CH:15]=[CH:14][C:13]([NH:16][C:28](=[O:29])[C:27](=[O:26])[C:31]3[N:39]4[C:34]([CH2:35][CH2:36][CH2:37][CH2:38]4)=[CH:33][C:32]=3[C:40]3[CH:41]=[CH:42][CH:43]=[CH:44][CH:45]=3)=[CH:12][CH:11]=2)[CH2:6][CH2:5]1. The yield is 0.360. (9) The reactants are [OH:1][CH2:2][C:3]#[C:4][C:5]1[CH:6]=[C:7]2[C:11](=[CH:12][CH:13]=1)[C:10](=[O:14])[CH2:9][CH2:8]2. The catalyst is CO.[Pd]. The product is [OH:1][CH2:2][CH2:3][CH2:4][C:5]1[CH:6]=[C:7]2[C:11](=[CH:12][CH:13]=1)[C:10](=[O:14])[CH2:9][CH2:8]2. The yield is 0.940.